Dataset: Catalyst prediction with 721,799 reactions and 888 catalyst types from USPTO. Task: Predict which catalyst facilitates the given reaction. Reactant: C(OC([N:11]1[CH2:15][C@H:14]([F:16])[C@H:13]2[O:17][CH2:18][C:19]([O:22][CH3:23])([O:20][CH3:21])[C@@H:12]12)=O)C1C=CC=CC=1. Product: [F:16][C@H:14]1[CH2:15][NH:11][C@@H:12]2[C:19]([O:20][CH3:21])([O:22][CH3:23])[CH2:18][O:17][C@H:13]12. The catalyst class is: 19.